Dataset: Peptide-MHC class II binding affinity with 134,281 pairs from IEDB. Task: Regression. Given a peptide amino acid sequence and an MHC pseudo amino acid sequence, predict their binding affinity value. This is MHC class II binding data. (1) The peptide sequence is EKKYFAATQFEPLRA. The MHC is DRB1_0101 with pseudo-sequence DRB1_0101. The binding affinity (normalized) is 0.629. (2) The peptide sequence is NLYKLHGGHVSCRVKHHHHHH. The MHC is DRB1_0701 with pseudo-sequence DRB1_0701. The binding affinity (normalized) is 0.562. (3) The peptide sequence is GELQIVDKIDDAFKI. The MHC is DRB1_1302 with pseudo-sequence DRB1_1302. The binding affinity (normalized) is 0.653. (4) The peptide sequence is IGPEAAEAAAAAPAA. The MHC is HLA-DQA10501-DQB10201 with pseudo-sequence HLA-DQA10501-DQB10201. The binding affinity (normalized) is 0.523. (5) The binding affinity (normalized) is 0.206. The MHC is DRB5_0101 with pseudo-sequence DRB5_0101. The peptide sequence is CSNLSTCVLGKLSQE.